From a dataset of Forward reaction prediction with 1.9M reactions from USPTO patents (1976-2016). Predict the product of the given reaction. (1) Given the reactants [CH2:1]([O:8][C:9]([NH:11][CH2:12][CH2:13][CH2:14][C@H:15]([N:20]([CH2:33][C:34]1[CH:39]=[CH:38][C:37]([C:40]2[CH:45]=[CH:44][CH:43]=[CH:42][CH:41]=2)=[CH:36][CH:35]=1)[S:21]([C:24]1[CH:29]=[CH:28][C:27]([N+:30]([O-:32])=[O:31])=[CH:26][CH:25]=1)(=[O:23])=[O:22])[C:16]([O:18]C)=[O:17])=[O:10])[C:2]1[CH:7]=[CH:6][CH:5]=[CH:4][CH:3]=1.[OH-].[Na+].Cl, predict the reaction product. The product is: [CH2:1]([O:8][C:9]([NH:11][CH2:12][CH2:13][CH2:14][C@H:15]([N:20]([CH2:33][C:34]1[CH:39]=[CH:38][C:37]([C:40]2[CH:45]=[CH:44][CH:43]=[CH:42][CH:41]=2)=[CH:36][CH:35]=1)[S:21]([C:24]1[CH:29]=[CH:28][C:27]([N+:30]([O-:32])=[O:31])=[CH:26][CH:25]=1)(=[O:22])=[O:23])[C:16]([OH:18])=[O:17])=[O:10])[C:2]1[CH:7]=[CH:6][CH:5]=[CH:4][CH:3]=1. (2) The product is: [CH2:20]([Sn:15]([CH2:11][CH2:12][CH2:13][CH3:14])([CH2:16][CH2:17][CH2:18][CH3:19])[C:7]1[S:6][CH:10]=[CH:9][N:8]=1)[CH2:21][CH2:22][CH3:23]. Given the reactants C([Li])CCC.[S:6]1[CH:10]=[CH:9][N:8]=[CH:7]1.[CH2:11]([Sn:15](Cl)([CH2:20][CH2:21][CH2:22][CH3:23])[CH2:16][CH2:17][CH2:18][CH3:19])[CH2:12][CH2:13][CH3:14], predict the reaction product. (3) The product is: [Cl:11][C:6]1[CH:5]=[C:4]([CH:9]=[CH:8][C:7]=1[O:10][C:13]1[CH:18]=[N:17][CH:16]=[CH:15][N:14]=1)[NH2:3]. Given the reactants [OH-].[K+].[NH2:3][C:4]1[CH:9]=[CH:8][C:7]([OH:10])=[C:6]([Cl:11])[CH:5]=1.Cl[C:13]1[CH:18]=[N:17][CH:16]=[CH:15][N:14]=1, predict the reaction product. (4) Given the reactants [CH3:1][N:2]1[C:7]2=[C:8]3[N:13]([C:14]([C:15]4[CH:16]=[C:17]([CH:20]=[CH:21][CH:22]=4)C#N)=[C:6]2[C:5](=[O:24])[N:4]([CH3:25])[C:3]1=[O:26])[CH2:12][CH2:11][CH2:10][C:9]3=[O:23].BrC1C=CC=C([F:34])C=1, predict the reaction product. The product is: [F:34][C:17]1[CH:16]=[C:15]([C:14]2[N:13]3[C:8]([C:9](=[O:23])[CH2:10][CH2:11][CH2:12]3)=[C:7]3[N:2]([CH3:1])[C:3](=[O:26])[N:4]([CH3:25])[C:5](=[O:24])[C:6]=23)[CH:22]=[CH:21][CH:20]=1. (5) Given the reactants C(=O)([O-])[O-].[K+].[K+].[CH2:7]([N:14]1[CH:18]=[C:17]([C:19]2[C:27]3[CH:26]=[N:25][CH:24]=[N:23][C:22]=3[N:21](C(OC(C)(C)C)=O)[CH:20]=2)[N:16]=[N:15]1)[C:8]1[CH:13]=[CH:12][CH:11]=[CH:10][CH:9]=1, predict the reaction product. The product is: [CH2:7]([N:14]1[CH:18]=[C:17]([C:19]2[C:27]3[CH:26]=[N:25][CH:24]=[N:23][C:22]=3[NH:21][CH:20]=2)[N:16]=[N:15]1)[C:8]1[CH:13]=[CH:12][CH:11]=[CH:10][CH:9]=1. (6) Given the reactants C[Al](C)C.[CH3:5][N:6]([CH3:8])[NH2:7].C[O:10][C:11]([C:13]1[O:17][N:16]=[C:15]([O:18][CH2:19][C:20]2[C:21]([C:26]3[CH:31]=[CH:30][CH:29]=[CH:28][N:27]=3)=[N:22][O:23][C:24]=2[CH3:25])[CH:14]=1)=O.[C@H](O)(C([O-])=O)[C@@H](O)C([O-])=O.[Na+].[K+], predict the reaction product. The product is: [CH3:5][N:6]([CH3:8])[NH:7][C:11]([C:13]1[O:17][N:16]=[C:15]([O:18][CH2:19][C:20]2[C:21]([C:26]3[CH:31]=[CH:30][CH:29]=[CH:28][N:27]=3)=[N:22][O:23][C:24]=2[CH3:25])[CH:14]=1)=[O:10]. (7) Given the reactants [OH-].[Mg+2:2].[OH-].[C:4]([O-:13])(=[O:12])[C:5]1[C:6](=[CH:8][CH:9]=[CH:10][CH:11]=1)[OH:7].[Na+], predict the reaction product. The product is: [C:4]([O-:13])(=[O:12])[C:5]1[C:6](=[CH:8][CH:9]=[CH:10][CH:11]=1)[OH:7].[Mg+2:2].[C:4]([O-:13])(=[O:12])[C:5]1[C:6](=[CH:8][CH:9]=[CH:10][CH:11]=1)[OH:7]. (8) Given the reactants Cl.[CH3:2][C:3]1[O:4][C:5]2[C:14]3[CH:13]([CH2:15][CH2:16][NH2:17])[CH2:12][CH2:11][C:10]=3[CH:9]=[CH:8][C:6]=2[N:7]=1.C(N(CC)CC)C.[C:25](Cl)(=[O:32])[C:26]1[CH:31]=[CH:30][CH:29]=[CH:28][CH:27]=1.C(=O)([O-])O.[Na+], predict the reaction product. The product is: [CH3:2][C:3]1[O:4][C:5]2[C:14]3[CH:13]([CH2:15][CH2:16][NH:17][C:25](=[O:32])[C:26]4[CH:31]=[CH:30][CH:29]=[CH:28][CH:27]=4)[CH2:12][CH2:11][C:10]=3[CH:9]=[CH:8][C:6]=2[N:7]=1. (9) The product is: [OH:1][C:2]1[C:3]([C:18](=[N:36][NH:35][C:33]([C:31]2[CH:30]=[CH:29][C:25]([C:26]([O:28][CH3:42])=[O:27])=[C:24]([N+:21]([O-:23])=[O:22])[CH:32]=2)=[O:34])[CH3:19])=[N:4][N:5]([CH3:17])[C:6]=1[C:7]1[CH:12]=[CH:11][C:10]([C:13]([F:14])([F:16])[F:15])=[CH:9][CH:8]=1. Given the reactants [OH:1][C:2]1[C:3]([C:18](=O)[CH3:19])=[N:4][N:5]([CH3:17])[C:6]=1[C:7]1[CH:12]=[CH:11][C:10]([C:13]([F:16])([F:15])[F:14])=[CH:9][CH:8]=1.[N+:21]([C:24]1[CH:32]=[C:31]([C:33]([NH:35][NH2:36])=[O:34])[CH:30]=[CH:29][C:25]=1[C:26]([O-:28])=[O:27])([O-:23])=[O:22].O.S([C:42]1C=CC(C)=CC=1)(O)(=O)=O, predict the reaction product. (10) Given the reactants Cl[C:2]1[CH:7]=[CH:6][CH:5]=[CH:4][C:3]=1[NH:8][C:9](=[O:35])[NH:10][C:11]1[CH:12]=[CH:13][C:14]([C:17]2[CH:25]=[C:24]3[C:20]([CH2:21][N:22]([C@@H:27]([CH:32]([CH3:34])[CH3:33])[C:28]([O:30][CH3:31])=[O:29])[C:23]3=[O:26])=[CH:19][CH:18]=2)=[N:15][CH:16]=1.N[C:37]1[CH:38]=CC(C2C=C3C(CN([C@@H](C(C)C)C(OC)=O)C3=O)=CC=2)=N[CH:42]=1, predict the reaction product. The product is: [CH2:42]1[C:6]2[C:5](=[CH:4][C:3]([NH:8][C:9](=[O:35])[NH:10][C:11]3[CH:12]=[CH:13][C:14]([C:17]4[CH:25]=[C:24]5[C:20]([CH2:21][N:22]([C@@H:27]([CH:32]([CH3:33])[CH3:34])[C:28]([O:30][CH3:31])=[O:29])[C:23]5=[O:26])=[CH:19][CH:18]=4)=[N:15][CH:16]=3)=[CH:2][CH:7]=2)[CH2:38][CH2:37]1.